This data is from Catalyst prediction with 721,799 reactions and 888 catalyst types from USPTO. The task is: Predict which catalyst facilitates the given reaction. (1) Reactant: [H-].[Na+].[O:3]=[C:4]1[C:8]2[NH:9][C:10]([C:12]([O:14][CH2:15][CH3:16])=[O:13])=[CH:11][C:7]=2[CH2:6][CH2:5]1.[CH3:17][Si:18]([CH2:21][CH2:22][O:23][CH2:24]Cl)([CH3:20])[CH3:19]. Product: [O:3]=[C:4]1[C:8]2[N:9]([CH2:24][O:23][CH2:22][CH2:21][Si:18]([CH3:20])([CH3:19])[CH3:17])[C:10]([C:12]([O:14][CH2:15][CH3:16])=[O:13])=[CH:11][C:7]=2[CH2:6][CH2:5]1. The catalyst class is: 3. (2) Reactant: [Si:1]([O:8][CH2:9]/[CH:10]=[CH:11]/[C:12]1[NH:20][C:19]2[C:18]([O:21][C:22]3[CH:27]=[CH:26][CH:25]=[CH:24][CH:23]=3)=[N:17][CH:16]=[N:15][C:14]=2[CH:13]=1)([C:4]([CH3:7])([CH3:6])[CH3:5])([CH3:3])[CH3:2].C(=O)([O-])[O-].[Cs+].[Cs+].I[CH2:35][CH3:36]. Product: [Si:1]([O:8][CH2:9]/[CH:10]=[CH:11]/[C:12]1[N:20]([CH2:35][CH3:36])[C:19]2[C:18]([O:21][C:22]3[CH:27]=[CH:26][CH:25]=[CH:24][CH:23]=3)=[N:17][CH:16]=[N:15][C:14]=2[CH:13]=1)([C:4]([CH3:7])([CH3:5])[CH3:6])([CH3:3])[CH3:2]. The catalyst class is: 42. (3) Product: [F:29][C:26]1([F:28])[CH2:27][CH:24]([C:22]([NH:21][NH:20][C:18]([C@@H:13]2[CH2:12][CH2:11][C@@H:10]3[CH2:17][N:14]2[C:15](=[O:16])[N:9]3[OH:8])=[O:19])=[O:23])[CH2:25]1. Reactant: C([O:8][N:9]1[C:15](=[O:16])[N:14]2[CH2:17][C@H:10]1[CH2:11][CH2:12][C@H:13]2[C:18]([NH:20][NH:21][C:22]([CH:24]1[CH2:27][C:26]([F:29])([F:28])[CH2:25]1)=[O:23])=[O:19])C1C=CC=CC=1.[H][H]. The catalyst class is: 19. (4) Reactant: C(N(CC)CC)C.[CH3:8][C@@H:9]1[NH:13][CH2:12][C@@H:11]([CH2:14][N:15]2[C:23]3[C:18](=[CH:19][C:20]([C:24]4[CH:25]=[N:26][N:27]([CH:29]5[CH2:34][CH2:33][CH2:32][CH2:31][O:30]5)[CH:28]=4)=[CH:21][CH:22]=3)[CH:17]=[CH:16]2)[CH2:10]1.[C:35]1([S:41](Cl)(=[O:43])=[O:42])[CH:40]=[CH:39][CH:38]=[CH:37][CH:36]=1.C(=O)(O)[O-].[Na+]. Product: [CH3:8][C@@H:9]1[N:13]([S:41]([C:35]2[CH:40]=[CH:39][CH:38]=[CH:37][CH:36]=2)(=[O:43])=[O:42])[CH2:12][C@@H:11]([CH2:14][N:15]2[C:23]3[C:18](=[CH:19][C:20]([C:24]4[CH:25]=[N:26][N:27]([CH:29]5[CH2:34][CH2:33][CH2:32][CH2:31][O:30]5)[CH:28]=4)=[CH:21][CH:22]=3)[CH:17]=[CH:16]2)[CH2:10]1. The catalyst class is: 4. (5) Reactant: Br[CH:2]([C:10]1[CH:15]=[CH:14][C:13]([Cl:16])=[CH:12][CH:11]=1)[C:3]1[CH:8]=[CH:7][C:6]([Cl:9])=[CH:5][CH:4]=1.[NH:17]1[CH2:20][CH:19]([OH:21])[CH2:18]1.C(N(CC)C(C)C)(C)C. Product: [Cl:9][C:6]1[CH:7]=[CH:8][C:3]([CH:2]([C:10]2[CH:15]=[CH:14][C:13]([Cl:16])=[CH:12][CH:11]=2)[N:17]2[CH2:20][CH:19]([OH:21])[CH2:18]2)=[CH:4][CH:5]=1. The catalyst class is: 10. (6) Reactant: [C:1]([O:4][C:5]1[CH:14]=[C:13](C(Br)Br)[C:12]([Cl:18])=[CH:11][C:6]=1C(OC)=O)(=O)[CH3:2].[C:19](=[O:22])([O-])[O-:20].[Ca+2].[C:24](=[O:27])([O-])[O-].[Cs+].[Cs+].[CH2:30](Br)[C:31]1[CH:36]=[CH:35][CH:34]=[CH:33][CH:32]=1. Product: [Cl:18][C:12]1[C:13]([CH:24]=[O:27])=[CH:14][C:5]([O:4][CH2:1][C:2]2[CH:13]=[CH:14][CH:5]=[CH:6][CH:11]=2)=[C:6]([CH:11]=1)[C:19]([O:20][CH2:30][C:31]1[CH:36]=[CH:35][CH:34]=[CH:33][CH:32]=1)=[O:22]. The catalyst class is: 708. (7) Reactant: [OH-].[Na+].[F:3][C:4]1[CH:9]=[CH:8][C:7]([SH:10])=[CH:6][CH:5]=1.[CH2:11](Br)[CH3:12]. Product: [CH2:11]([S:10][C:7]1[CH:8]=[CH:9][C:4]([F:3])=[CH:5][CH:6]=1)[CH3:12]. The catalyst class is: 72. (8) Reactant: [C:1](Cl)(=O)C(Cl)=O.[F:7][C:8]([F:22])([F:21])[C:9]1[CH:20]=[CH:19][C:12]2[S:13][CH:14]=[C:15]([C:16]([OH:18])=[O:17])[C:11]=2[CH:10]=1. Product: [F:22][C:8]([F:7])([F:21])[C:9]1[CH:20]=[CH:19][C:12]2[S:13][CH:14]=[C:15]([C:16]([O:18][CH3:1])=[O:17])[C:11]=2[CH:10]=1. The catalyst class is: 5. (9) Product: [Cl:8][C:9]1[CH:10]=[CH:11][C:12]([C:15]2[CH:20]=[CH:19][C:18]([O:21][CH2:22][C:23]([OH:25])=[O:24])=[CH:17][CH:16]=2)=[CH:13][CH:14]=1. Reactant: C(O)(C(F)(F)F)=O.[Cl:8][C:9]1[CH:14]=[CH:13][C:12]([C:15]2[CH:20]=[CH:19][C:18]([O:21][CH2:22][C:23]([O:25]C(C)(C)C)=[O:24])=[CH:17][CH:16]=2)=[CH:11][CH:10]=1. The catalyst class is: 4. (10) Reactant: [C:1]1([C:25]2[CH:30]=[CH:29][CH:28]=[CH:27][CH:26]=2)[CH:6]=[CH:5][C:4]([S:7]([NH:10][CH:11]2[CH2:15][CH:14]([CH2:16][S:17][C:18]3[CH:23]=[CH:22][CH:21]=[CH:20][CH:19]=3)[O:13][C:12]2=[O:24])(=[O:9])=[O:8])=[CH:3][CH:2]=1.C1(C2C=CC=CC=2)C=CC(S(NC(CC2OC2)C(OC)=O)(=O)=[O:38])=CC=1.CCN(CC)CC.C1(S)C=CC=CC=1. Product: [C:1]1([C:25]2[CH:26]=[CH:27][CH:28]=[CH:29][CH:30]=2)[CH:6]=[CH:5][C:4]([S:7]([NH:10][CH:11]([CH2:15][CH:14]([OH:38])[CH2:16][S:17][C:18]2[CH:23]=[CH:22][CH:21]=[CH:20][CH:19]=2)[C:12]([OH:13])=[O:24])(=[O:8])=[O:9])=[CH:3][CH:2]=1. The catalyst class is: 638.